From a dataset of Full USPTO retrosynthesis dataset with 1.9M reactions from patents (1976-2016). Predict the reactants needed to synthesize the given product. Given the product [CH:1]([C@H:4]1[CH2:8][O:7][C:6](=[O:9])[N:5]1[C:10]1[CH:15]=[CH:14][N:13]=[C:12]([NH:16][C@H:17]([C:19]2[CH:26]=[CH:25][C:22]([CH2:23][N:27]3[CH2:28][CH2:29][CH:30]([NH:33][C:34](=[O:40])[O:35][C:36]([CH3:37])([CH3:39])[CH3:38])[CH2:31][CH2:32]3)=[CH:21][CH:20]=2)[CH3:18])[N:11]=1)([CH3:2])[CH3:3], predict the reactants needed to synthesize it. The reactants are: [CH:1]([C@H:4]1[CH2:8][O:7][C:6](=[O:9])[N:5]1[C:10]1[CH:15]=[CH:14][N:13]=[C:12]([NH:16][C@H:17]([C:19]2[CH:26]=[CH:25][C:22]([CH:23]=O)=[CH:21][CH:20]=2)[CH3:18])[N:11]=1)([CH3:3])[CH3:2].[NH:27]1[CH2:32][CH2:31][CH:30]([NH:33][C:34](=[O:40])[O:35][C:36]([CH3:39])([CH3:38])[CH3:37])[CH2:29][CH2:28]1.